This data is from Catalyst prediction with 721,799 reactions and 888 catalyst types from USPTO. The task is: Predict which catalyst facilitates the given reaction. Reactant: Cl.[NH2:2]O.[C:4]1([CH2:10][CH2:11][C:12]([C:14]2[CH:19]=[CH:18][C:17]([C:20]([F:23])([F:22])[F:21])=[CH:16][CH:15]=2)=O)[CH:9]=[CH:8][CH:7]=[CH:6][CH:5]=1. Product: [C:4]1([CH2:10][CH2:11][CH:12]([C:14]2[CH:19]=[CH:18][C:17]([C:20]([F:23])([F:22])[F:21])=[CH:16][CH:15]=2)[NH2:2])[CH:9]=[CH:8][CH:7]=[CH:6][CH:5]=1. The catalyst class is: 319.